This data is from Catalyst prediction with 721,799 reactions and 888 catalyst types from USPTO. The task is: Predict which catalyst facilitates the given reaction. Reactant: [NH2:1][C:2]1[CH:11]=[CH:10][C:5]2[NH:6][C:7](=[O:9])[NH:8][C:4]=2[CH:3]=1.[C:12]([C:16]1[CH:24]=[CH:23][C:19]([C:20](Cl)=[O:21])=[CH:18][CH:17]=1)([CH3:15])([CH3:14])[CH3:13]. Product: [C:12]([C:16]1[CH:17]=[CH:18][C:19]([C:20]([NH:1][C:2]2[CH:11]=[CH:10][C:5]3[NH:6][C:7](=[O:9])[NH:8][C:4]=3[CH:3]=2)=[O:21])=[CH:23][CH:24]=1)([CH3:15])([CH3:13])[CH3:14]. The catalyst class is: 338.